Dataset: Peptide-MHC class I binding affinity with 185,985 pairs from IEDB/IMGT. Task: Regression. Given a peptide amino acid sequence and an MHC pseudo amino acid sequence, predict their binding affinity value. This is MHC class I binding data. (1) The peptide sequence is RRRGACVVY. The MHC is HLA-A11:01 with pseudo-sequence HLA-A11:01. The binding affinity (normalized) is 0.213. (2) The peptide sequence is LPFDRPTIM. The MHC is HLA-B07:02 with pseudo-sequence HLA-B07:02. The binding affinity (normalized) is 0.170. (3) The MHC is HLA-A33:01 with pseudo-sequence HLA-A33:01. The binding affinity (normalized) is 0.0898. The peptide sequence is QAWCWFGGK. (4) The peptide sequence is YYFSYPLFV. The MHC is HLA-A25:01 with pseudo-sequence HLA-A25:01. The binding affinity (normalized) is 0.0847. (5) The peptide sequence is PTPVNIIGRNL. The MHC is HLA-A02:03 with pseudo-sequence HLA-A02:03. The binding affinity (normalized) is 0.